This data is from Drug-target binding data from BindingDB using IC50 measurements. The task is: Regression. Given a target protein amino acid sequence and a drug SMILES string, predict the binding affinity score between them. We predict pIC50 (pIC50 = -log10(IC50 in M); higher means more potent). Dataset: bindingdb_ic50. (1) The small molecule is CN1CCOCCN(C)S(=O)(=O)NC(=O)c2ccc3c(C4CCCCC4)c4n(c3c2)CC(=Cc2cc(F)ccc2-4)C1=O. The target protein sequence is SMSYTWTGALITPCAAEETKLPINALSNSLLRHHNLVYATTSRSASLRQKKVTFDRLQVLDDHYRDVLKEMKAKASTVKAKLLSVEEACKLTPPHSARSKFGYGAKDVRNLSSKAVNHIRSVWKDLLEDTETPIDTTIMAKNEVFCVQPEKGGRKPARLIVFPDLGVRVCEKMALYDVVSTLPQAVMGSSYGFQYSPGQRVEFLVNAWKAKKCPMGFAYDTRCFDSTVTENDIRVEESIYQCCDLAPEARQAIRSLTERLYIGGPLTNSKGQNCGYRRCRASGVLTTSCGNTLTCYLKAAAACRAAKLQDCTMLVCGDDLVVICESAGTQEDEASLRAFTEAMTRYSAPPGDPPKPEYDLELITSCSSNVSVAHDASGKRVYYLTRDPTTPLARAAWETARHTPVNSWLGNIIMYAPTLWARMILMTHFFSILLAQEQLEKALDCQIYGACYSIEPLDLPQIIQRLHGLSAFSLHSYSPGEINRVASCLRKLGVPPLRVW.... The pIC50 is 7.5. (2) The pIC50 is 7.0. The compound is COC(=O)CCN(C(=O)N1CCOCC1)c1ccc(C(O)(C(F)(F)F)C(F)(F)F)cc1. The target protein (O95822) has sequence MRGFGPGLTARRLLPLRLPPRPPGPRLASGQAAGALERAMDELLRRAVPPTPAYELREKTPAPAEGQCADFVSFYGGLAETAQRAELLGRLARGFGVDHGQVAEQSAGVLHLRQQQREAAVLLQAEDRLRYALVPRYRGLFHHISKLDGGVRFLVQLRADLLEAQALKLVEGPDVREMNGVLKGMLSEWFSSGFLNLERVTWHSPCEVLQKISEAEAVHPVKNWMDMKRRVGPYRRCYFFSHCSTPGEPLVVLHVALTGDISSNIQAIVKEHPPSETEEKNKITAAIFYSISLTQQGLQGVELGTFLIKRVVKELQREFPHLGVFSSLSPIPGFTKWLLGLLNSQTKEHGRNELFTDSECKEISEITGGPINETLKLLLSSSEWVQSEKLVRALQTPLMRLCAWYLYGEKHRGYALNPVANFHLQNGAVLWRINWMADVSLRGITGSCGLMANYRYFLEETGPNSTSYLGSKIIKASEQVLSLVAQFQKNSKL. (3) The drug is O=C1NC(=O)/C(=C\c2cccn2-c2ccc(C(=O)O)cc2)N1. The target protein sequence is MAPTWGPGMVSVVGPMGLLVVLLVGGCAAEEPPRFIKEPKDQIGVSGRVASFVCQATGDPKPRVTWNKKGKKVNSQRFETIEFDESAGAVLRIQPLRTPRDENVYECVAQNSVGEITVHAKLTVLREDQLPSGFPNIDMGPQLKVVERTRTATMLCAASGNPDPEITWFKDFLPVDPSASNGRIKQLRSGALQIESSEETDQGKYECVATNSAGVRYSSPANLYVRVRRVAPRFSILPMSHEIMPGGNVNITCVAVGSPMPYVKWMQGAEDLTPEDDMPVGRNVLELTDVKDSANYHPCVAMSSLGVIEAVAQITVKSLPKAPGTPMVTENTATSITITWDSGNPDPVSYYVIEYKSKSQDGPYQIKEDITTTRYSIGGLSPNSEYEIWVSAVNSIGQGPPSESVVTRTGEQAPARPPRNVQARMLSATTMIVQWEEPVEPNGLIRGYRVYYTMEPEHPVGNWQKHNVDDSLLTTVGSLLEDETYTVRVLAFTSVGDGPL.... The pIC50 is 6.7. (4) The drug is CCN(CC)C(=O)c1sc2nc(-c3ccccn3)[nH]c(=O)c2c1C. The target protein sequence is MDREPVTVRSYANIAIIKYWGKKKEKEMVPATSSISLTLENMYTETTLSPLPANVTADEFYINGQLQNEVEHAKMSKIIDRYRPAGEGFVRIDTQNNMPTAAGLSSSSSGLSALVKACNAYFKLGLDRSQLAQEAKFASGSSSRSFYGPLGAWDKDSGEIYPVETDLKLAMIMLVLEDKKKPISSRDGMKLCVETSTTFDDWVRQSEKDYQDMLIYLKENDFAKIGELTEKNALAMHATTKTASPAFSYLTDASYEAMDFVRQLREKGEACYFTMDAGPNVKVFCQEKDLEHLSEIFGQRYRLIVSKTKDLSQDDCC. The pIC50 is 4.5. (5) The small molecule is C[C@H](c1cccc2ccccc12)N1CCC(C(=O)NCc2ccc(F)cc2)CC1. The target protein (Q9UK80) has sequence MPQASEHRLGRTREPPVNIQPRVGSKLPFAPRARSKERRNPASGPNPMLRPLPPRPGLPDERLKKLELGRGRTSGPRPRGPLRADHGVPLPGSPPPTVALPLPSRTNLARSKSVSSGDLRPMGIALGGHRGTGELGAALSRLALRPEPPTLRRSTSLRRLGGFPGPPTLFSIRTEPPASHGSFHMISARSSEPFYSDDKMAHHTLLLGSGHVGLRNLGNTCFLNAVLQCLSSTRPLRDFCLRRDFRQEVPGGGRAQELTEAFADVIGALWHPDSCEAVNPTRFRAVFQKYVPSFSGYSQQDAQEFLKLLMERLHLEINRRGRRAPPILANGPVPSPPRRGGALLEEPELSDDDRANLMWKRYLEREDSKIVDLFVGQLKSCLKCQACGYRSTTFEVFCDLSLPIPKKGFAGGKVSLRDCFNLFTKEEELESENAPVCDRCRQKTRSTKKLTVQRFPRILVLHLNRFSASRGSIKKSSVGVDFPLQRLSLGDFASDKAGSP.... The pIC50 is 4.5. (6) The drug is CC(=O)N[C@@H](Cc1ccc(OP(=O)(O)O)cc1)C(=O)N[C@@H](C)C(=O)N1CCC[C@H]1C(=O)N[C@@H](CCC(N)=O)C(=O)N[C@H](C(=O)N[C@H](C(N)=O)C(C)C)C(C)O. The target protein (P42227) has sequence MAQWNQLQQLDTRYLEQLHQLYSDSFPMELRQFLAPWIESQDWAYAASKESHATLVFHNLLGEIDQQYSRFLQESNVLYQHNLRRIKQFLQSRYLEKPMEIARIVARCLWEESRLLQTAATAAQQGGQANHPTAAVVTEKQQMLEQHLQDVRKRVQDLEQKMKVVENLQDDFDFNYKTLKSQGDMQDLNGNNQSVTRQKMQQLEQMLTALDQMRRSIVSELAGLLSAMEYVQKTLTDEELADWKRRQQIACIGGPPNICLDRLENWITSLAESQLQTRQQIKKLEELQQKVSYKGDPIVQHRPMLEERIVELFRNLMKSAFVVERQPCMPMHPDRPLVIKTGVQFTTKVRLLVKFPELNYQLKIKVCIDKDSGDVAALRGSRKFNILGTNTKVMNMEESNNGSLSAEFKHLTLREQRCGNGGRANCDASLIVTEELHLITFETEVYHQGLKIDLETHSLPVVVISNICQMPNAWASILWYNMLTNNPKNVNFFTKPPIGT.... The pIC50 is 5.8. (7) The small molecule is CCCCCc1cc(O)c(C/C=C(\C)CCC=C(C)C)c(O)c1. The target protein (Q8R455) has sequence MSFEGARLSMRSRRNGTLGSTRTLYSSVSRSTDVSYSESDLVNFIQANFKKRECVFFTRDSKAMESICKCGYAQSQHIEGTQINQNEKWNYKKHTKEFPTDAFGDIQFETLGKKGKYLRLSCDTDSETLYELLTQHWHLKTPNLVISVTGGAKNFALKPRMRKIFSRLIYIAQSKGAWILTGGTHYGLMKYIGEVVRDNTISRNSEENIVAIGIAAWGMVSNRDTLIRNCDDEGHFSAQYIMDDFMRDPLYILDNNHTHLLLVDNGCHGHPTVEAKLRNQLEKYISERTSQDSNYGGKIPIVCFAQGGGRETLKAINTSVKSKIPCVVVEGSGQIADVIASLVEVEDVLTSSMVKEKLVRFLPRTVSRLPEEEIESWIKWLKEILESPHLLTVIKMEEAGDEVVSSAISYALYKAFSTNEQDKDNWNGQLKLLLEWNQLDLASDEIFTNDRRWESADLQEVMFTALIKDRPKFVRLFLENGLNLQKFLTNEVLTELFSTH.... The pIC50 is 6.8. (8) The compound is COCCCOc1ccc(C#C[C@@]2(O)CN3CCC2CC3)c(Cc2ccccc2)n1. The target protein sequence is MGFFSDSVAMMRVKWQMRSVKIQVPPEETDLRFCYDIMNDVSRSFAVVVAQLADQQLRDAICIFYLVLRALDTLEDDMSVPVDVKLKELPKFHTHTSDMSWCMSGVGEGRERELLAKYPCVSREFKKLKKEYQDVIANICERMANGMCEFLKRPVVTKDDYNQYCHYVAGLVGHGLTQLFARCGFEDPSLDDDLTSSNHMGLFLQKTNIIRDYYEDIREEPPRMFWPKEIWGTYVTELKELKSESNNAAAVQCLNAMVADALVHVPYIVDYLSALRDPSVFRFCAIPQVMAIATLKEVYNNPDTFQVKVKVSRPESCRIMLKATTLYSSLSMFRDYCVELQEKLDMQDASSVSIANSLAAAIERIDLQLKKCQDVSYTRSLLARYPGLGGQFLLTVMDTVAGFFGGRKEIAGHA. The pIC50 is 7.5. (9) The compound is O=C(O)Cn1c2c(c3c(Cl)cc(Cl)cc31)CCN(Cc1ccccc1)C2=S. The target protein (P14550) has sequence MAASCVLLHTGQKMPLIGLGTWKSEPGQVKAAVKYALSVGYRHIDCAAIYGNEPEIGEALKEDVGPGKAVPREELFVTSKLWNTKHHPEDVEPALRKTLADLQLEYLDLYLMHWPYAFERGDNPFPKNADGTICYDSTHYKETWKALEALVAKGLVQALGLSNFNSRQIDDILSVASVRPAVLQVECHPYLAQNELIAHCQARGLEVTAYSPLGSSDRAWRDPDEPVLLEEPVVLALAEKYGRSPAQILLRWQVQRKVICIPKSITPSRILQNIKVFDFTFSPEEMKQLNALNKNWRYIVPMLTVDGKRVPRDAGHPLYPFNDPY. The pIC50 is 5.0. (10) The drug is S=c1[nH]ccn1Cc1ccc(Cl)cc1Cl. The target protein (P09172) has sequence MPALSRWASLPGPSMREAAFMYSTAVAIFLVILVAALQGSAPRESPLPYHIPLDPEGSLELSWNVSYTQEAIHFQLLVRRLKAGVLFGMSDRGELENADLVVLWTDGDTAYFADAWSDQKGQIHLDPQQDYQLLQVQRTPEGLTLLFKRPFGTCDPKDYLIEDGTVHLVYGILEEPFRSLEAINGSGLQMGLQRVQLLKPNIPEPELPSDACTMEVQAPNIQIPSQETTYWCYIKELPKGFSRHHIIKYEPIVTKGNEALVHHMEVFQCAPEMDSVPHFSGPCDSKMKPDRLNYCRHVLAAWALGAKAFYYPEEAGLAFGGPGSSRYLRLEVHYHNPLVIEGRNDSSGIRLYYTAKLRRFNAGIMELGLVYTPVMAIPPRETAFILTGYCTDKCTQLALPPSGIHIFASQLHTHLTGRKVVTVLVRDGREWEIVNQDNHYSPHFQEIRMLKKVVSVHPGDVLITSCTYNTEDRELATVGGFGILEEMCVNYVHYYPQTQL.... The pIC50 is 4.8.